From a dataset of Full USPTO retrosynthesis dataset with 1.9M reactions from patents (1976-2016). Predict the reactants needed to synthesize the given product. (1) Given the product [N:40]([CH2:1][C:3]1[CH:12]=[C:11]2[C:6]([C:7]([C:15]3[CH:20]=[CH:19][CH:18]=[CH:17][CH:16]=3)=[CH:8][C:9]([C:13]#[N:14])=[N:10]2)=[CH:5][CH:4]=1)=[N+:46]=[N-:47], predict the reactants needed to synthesize it. The reactants are: [CH:1]([C:3]1[CH:12]=[C:11]2[C:6]([C:7]([C:15]3[CH:20]=[CH:19][CH:18]=[CH:17][CH:16]=3)=[CH:8][C:9]([C:13]#[N:14])=[N:10]2)=[CH:5][CH:4]=1)=O.C1(P(C2C=CC=CC=2)C2C=CC=CC=2)C=CC=CC=1.[N:40]1C=CC=CC=1.[N:46](C(OC(C)C)=O)=[N:47]C(OC(C)C)=O. (2) Given the product [F:19][C:18]([F:21])([F:20])[C:15]1[CH:16]=[CH:17][C:12]([O:11][C:8]2[CH:9]=[CH:10][C:5]([O:4][C:2]([N:35]3[CH2:36][CH2:37][CH:32]([N:24]([CH3:23])[CH2:25][C:26]4[CH:27]=[N:28][CH:29]=[CH:30][CH:31]=4)[CH2:33][CH2:34]3)=[O:3])=[CH:6][CH:7]=2)=[N:13][CH:14]=1, predict the reactants needed to synthesize it. The reactants are: Cl[C:2]([O:4][C:5]1[CH:10]=[CH:9][C:8]([O:11][C:12]2[CH:17]=[CH:16][C:15]([C:18]([F:21])([F:20])[F:19])=[CH:14][N:13]=2)=[CH:7][CH:6]=1)=[O:3].Cl.[CH3:23][N:24]([CH:32]1[CH2:37][CH2:36][NH:35][CH2:34][CH2:33]1)[CH2:25][C:26]1[CH:27]=[N:28][CH:29]=[CH:30][CH:31]=1. (3) Given the product [Cl:1][C:2]1[CH:3]=[C:4]2[C:9](=[CH:10][CH:11]=1)[C@@:8]1([CH2:17][O:16][C:15]3[CH:18]=[CH:19][C:20]([C:22]([OH:24])=[O:23])=[CH:21][C:14]=3[N:13]([CH2:29][C@@H:30]3[CH2:33][CH2:32][C@H:31]3[C@@H:34]([OH:40])/[CH:35]=[CH:36]/[CH2:37][CH2:38][CH3:39])[CH2:12]1)[CH2:7][CH2:6][CH2:5]2, predict the reactants needed to synthesize it. The reactants are: [Cl:1][C:2]1[CH:3]=[C:4]2[C:9](=[CH:10][CH:11]=1)[C@@:8]1([CH2:17][O:16][C:15]3[CH:18]=[CH:19][C:20]([C:22]([O:24]C(C)(C)C)=[O:23])=[CH:21][C:14]=3[N:13]([CH2:29][C@@H:30]3[CH2:33][CH2:32][C@H:31]3[C@H:34]([OH:40])/[CH:35]=[CH:36]/[CH2:37][CH2:38][CH3:39])[CH2:12]1)[CH2:7][CH2:6][CH2:5]2.O[Li].O.O1CCOCC1.CO.Cl.